Dataset: hERG Central: cardiac toxicity at 1µM, 10µM, and general inhibition. Task: Predict hERG channel inhibition at various concentrations. (1) The drug is CCCc1ccc2oc(C(=O)N(C)CCn3ccnc3C)c(C)c2c1. Results: hERG_inhib (hERG inhibition (general)): blocker. (2) The drug is CC(C)c1ccc(NC(=O)CSc2nc(=O)n(CCCN3CCOCC3)c3c2CCC3)cc1. Results: hERG_inhib (hERG inhibition (general)): blocker. (3) The drug is CC(O/N=C/c1ccc(OC(F)F)cc1)C(=O)Nc1cccc(S(=O)(=O)N2CCOCC2)c1. Results: hERG_inhib (hERG inhibition (general)): blocker. (4) The compound is Cc1c(NC(=O)C(C)OC(=O)c2cc3c4ccccc4n(C)c3s2)c(=O)n(-c2ccccc2)n1C. Results: hERG_inhib (hERG inhibition (general)): blocker. (5) The drug is OCCC1CN(Cc2cccc(F)c2F)CCN1CCc1ccccc1. Results: hERG_inhib (hERG inhibition (general)): blocker. (6) The molecule is O=S(=O)(c1ccccc1)c1nc(-c2cccs2)oc1NCc1cccnc1. Results: hERG_inhib (hERG inhibition (general)): blocker. (7) The molecule is O=S(=O)(NCC(c1cccnc1)N1CCN(Cc2ccccc2)CC1)c1ccc(Cl)cc1. Results: hERG_inhib (hERG inhibition (general)): blocker. (8) The drug is CCN1CCN(C(=O)CN(c2ccc(F)cc2)S(=O)(=O)c2ccc(OC)c(OC)c2)CC1. Results: hERG_inhib (hERG inhibition (general)): blocker. (9) Results: hERG_inhib (hERG inhibition (general)): blocker. The compound is CCOC(=O)C1CCN(C(=O)c2cc(S(=O)(=O)N3CCCCCC3)ccc2OC)CC1. (10) The compound is CC(C)CNC(=S)N1CCC(NC(=O)c2ccco2)CC1. Results: hERG_inhib (hERG inhibition (general)): blocker.